Dataset: Full USPTO retrosynthesis dataset with 1.9M reactions from patents (1976-2016). Task: Predict the reactants needed to synthesize the given product. (1) The reactants are: [CH3:1][C:2]1[CH:7]=[CH:6][C:5]([CH3:8])=[CH:4][C:3]=1[SH:9].[CH2:10](Cl)[C:11](=[CH2:13])[CH3:12].C(=O)([O-])[O-].[K+].[K+]. Given the product [CH3:10][CH:11]([CH2:13][S:9][C:3]1[CH:4]=[C:5]([CH3:8])[CH:6]=[CH:7][C:2]=1[CH3:1])[CH3:12], predict the reactants needed to synthesize it. (2) Given the product [Cl:1][C:2]1[CH:7]=[C:6]([Cl:8])[CH:5]=[CH:4][C:3]=1[C@H:9]([N:11]1[C:19]2[C:14](=[CH:15][CH:16]=[C:17]([N:20]3[CH2:21][CH2:22][N:23]([C:38]([C@H:34]4[CH2:35][CH2:36][CH2:37][N:33]4[C:31]([O:30][C:26]([CH3:29])([CH3:28])[CH3:27])=[O:32])=[O:39])[CH2:24][CH2:25]3)[CH:18]=2)[CH:13]=[N:12]1)[CH3:10], predict the reactants needed to synthesize it. The reactants are: [Cl:1][C:2]1[CH:7]=[C:6]([Cl:8])[CH:5]=[CH:4][C:3]=1[C@H:9]([N:11]1[C:19]2[C:14](=[CH:15][CH:16]=[C:17]([N:20]3[CH2:25][CH2:24][NH:23][CH2:22][CH2:21]3)[CH:18]=2)[CH:13]=[N:12]1)[CH3:10].[C:26]([O:30][C:31]([N:33]1[CH2:37][CH2:36][CH2:35][C@@H:34]1[C:38](O)=[O:39])=[O:32])([CH3:29])([CH3:28])[CH3:27].CN(C(ON1N=NC2C=CC=NC1=2)=[N+](C)C)C.F[P-](F)(F)(F)(F)F.CCN(C(C)C)C(C)C. (3) Given the product [F:1][C:2]1[CH:7]=[CH:6][CH:5]=[CH:4][C:3]=1[N:8]1[C:12]([C:24](=[O:26])[CH3:25])=[C:11]([CH3:13])[N:10]=[N:9]1, predict the reactants needed to synthesize it. The reactants are: [F:1][C:2]1[CH:7]=[CH:6][CH:5]=[CH:4][C:3]=1[N:8]1[CH:12]=[C:11]([CH3:13])[N:10]=[N:9]1.[Li]CCCC.C([Cu])#N.[Li+].[Cl-].[C:24](Cl)(=[O:26])[CH3:25].C(=O)([O-])[O-].[Na+].[Na+]. (4) Given the product [CH3:1][O:2][C:3]1[CH:4]=[C:5]2[C:14](=[CH:15][CH:16]=1)[C:13](=[O:17])[CH:12]([C:19]1[CH:24]=[CH:23][C:22]([O:25][CH3:26])=[CH:21][CH:20]=1)[CH:11]1[CH:6]2[CH2:7][CH2:8][CH2:9][CH2:10]1, predict the reactants needed to synthesize it. The reactants are: [CH3:1][O:2][C:3]1[CH:4]=[C:5]2[C:14](=[CH:15][CH:16]=1)[C:13](=[O:17])[CH2:12][CH:11]1[CH:6]2[CH2:7][CH2:8][CH2:9][CH2:10]1.Br[C:19]1[CH:24]=[CH:23][C:22]([O:25][CH3:26])=[CH:21][CH:20]=1.C(P)(C)(C)C.CC(C)([O-])C.[Na+]. (5) Given the product [C:18]([C:4]1[CH:3]=[C:2]([NH:1][C:27]([NH:34][C:35]2[C:44]3[C:39](=[CH:40][CH:41]=[CH:42][CH:43]=3)[C:38]([O:45][C:46]3[CH:51]=[CH:50][N:49]=[C:48]([NH:52][C:53]4[CH:54]=[CH:55][CH:56]=[CH:57][CH:58]=4)[N:47]=3)=[CH:37][CH:36]=2)=[O:28])[N:6]([C:7]2[CH:8]=[CH:9][C:10]([CH2:11][P:12]([CH3:14])([CH3:13])=[O:15])=[CH:16][CH:17]=2)[N:5]=1)([CH3:21])([CH3:20])[CH3:19], predict the reactants needed to synthesize it. The reactants are: [NH2:1][C:2]1[N:6]([C:7]2[CH:17]=[CH:16][C:10]([CH2:11][P:12](=[O:15])([CH3:14])[CH3:13])=[CH:9][CH:8]=2)[N:5]=[C:4]([C:18]([CH3:21])([CH3:20])[CH3:19])[CH:3]=1.C1N=CN([C:27](N2C=NC=C2)=[O:28])C=1.[NH2:34][C:35]1[C:44]2[C:39](=[CH:40][CH:41]=[CH:42][CH:43]=2)[C:38]([O:45][C:46]2[CH:51]=[CH:50][N:49]=[C:48]([NH:52][C:53]3[CH:58]=[CH:57][CH:56]=[CH:55][CH:54]=3)[N:47]=2)=[CH:37][CH:36]=1. (6) Given the product [NH2:1][C:2]1[NH:3][C:4](=[O:43])[C:5]2[C:10]([CH3:11])=[CH:9][N:8]([C@@H:12]3[O:28][C@H:27]([CH2:29][O:30][CH2:31][C:32]4[CH:37]=[CH:36][C:35]([Cl:38])=[CH:34][C:33]=4[Cl:39])[C@@H:16]([O:17][CH2:18][C:19]4[CH:24]=[CH:23][C:22]([Cl:25])=[CH:21][C:20]=4[Cl:26])[C@@:13]3([CH3:40])[O:14][CH3:15])[C:6]=2[N:7]=1, predict the reactants needed to synthesize it. The reactants are: [NH2:1][C:2]1[N:3]=[C:4](Cl)[C:5]2[C:10]([CH3:11])=[CH:9][N:8]([C@@H:12]3[O:28][C@H:27]([CH2:29][O:30][CH2:31][C:32]4[CH:37]=[CH:36][C:35]([Cl:38])=[CH:34][C:33]=4[Cl:39])[C@@H:16]([O:17][CH2:18][C:19]4[CH:24]=[CH:23][C:22]([Cl:25])=[CH:21][C:20]=4[Cl:26])[C@@:13]3([CH3:40])[O:14][CH3:15])[C:6]=2[N:7]=1.Cl.[O:43]1CCOCC1. (7) Given the product [Cl:26][C:27]1[CH:32]=[CH:31][C:30]([CH:33]([C:35]2[CH:40]=[CH:39][C:38]([F:41])=[CH:37][CH:36]=2)[C:13]2[C:21]3[C:16](=[C:17]([CH2:23][S:24][CH3:25])[CH:18]=[CH:19][CH:20]=3)[NH:15][CH:14]=2)=[C:29]([CH3:42])[CH:28]=1, predict the reactants needed to synthesize it. The reactants are: ClC1C=C(Cl)C=CC=1C([C:13]1[C:21]2[C:16](=[C:17]([CH2:23][S:24][CH3:25])[CH:18]=[C:19](F)[CH:20]=2)[NH:15][CH:14]=1)CCO.[Cl:26][C:27]1[CH:32]=[CH:31][C:30]([CH:33]([C:35]2[CH:40]=[CH:39][C:38]([F:41])=[CH:37][CH:36]=2)O)=[C:29]([CH3:42])[CH:28]=1.FC1C=CC(C(C2C=CC(F)=CC=2)C2C3C(=C(CSC)C=CC=3)NC=2)=C(C)C=1. (8) Given the product [OH:8][C@H:5]1[CH2:4][N:3]([C:20]([O:22][CH2:23][C:24]2[CH:29]=[CH:28][CH:27]=[CH:26][CH:25]=2)=[O:21])[C@H:2]([CH3:1])[CH2:7][CH2:6]1, predict the reactants needed to synthesize it. The reactants are: [CH3:1][C@@H:2]1[CH2:7][CH2:6][C@@H:5]([O:8]C(C2C=CC([N+]([O-])=O)=CC=2)=O)[CH2:4][N:3]1[C:20]([O:22][CH2:23][C:24]1[CH:29]=[CH:28][CH:27]=[CH:26][CH:25]=1)=[O:21].O. (9) Given the product [C:13]([C:7]1[CH:6]=[C:5]([CH2:4][C:3]([NH:17][NH2:18])=[O:2])[CH:10]=[CH:9][C:8]=1[O:11][CH3:12])#[N:14], predict the reactants needed to synthesize it. The reactants are: C[O:2][C:3](=O)[CH2:4][C:5]1[CH:10]=[CH:9][C:8]([O:11][CH3:12])=[C:7]([C:13]#[N:14])[CH:6]=1.O.[NH2:17][NH2:18].C(OC(=O)C)C.